Dataset: Peptide-MHC class I binding affinity with 185,985 pairs from IEDB/IMGT. Task: Regression. Given a peptide amino acid sequence and an MHC pseudo amino acid sequence, predict their binding affinity value. This is MHC class I binding data. (1) The peptide sequence is FTILCLVPAY. The MHC is HLA-A29:02 with pseudo-sequence HLA-A29:02. The binding affinity (normalized) is 0.747. (2) The peptide sequence is NLTETFRDY. The MHC is HLA-A33:01 with pseudo-sequence HLA-A33:01. The binding affinity (normalized) is 0. (3) The peptide sequence is PLPSLEYGA. The MHC is HLA-A68:02 with pseudo-sequence HLA-A68:02. The binding affinity (normalized) is 0.0446. (4) The peptide sequence is KSEFQIYKK. The MHC is HLA-A11:01 with pseudo-sequence HLA-A11:01. The binding affinity (normalized) is 0.492. (5) The peptide sequence is RRWRRRWQQL. The MHC is HLA-B27:05 with pseudo-sequence HLA-B27:05. The binding affinity (normalized) is 1.00. (6) The peptide sequence is IVILFIMFM. The MHC is HLA-A02:01 with pseudo-sequence HLA-A02:01. The binding affinity (normalized) is 0.413. (7) The binding affinity (normalized) is 0.0847. The MHC is HLA-B08:01 with pseudo-sequence HLA-B08:01. The peptide sequence is QQLYTSPSF. (8) The peptide sequence is FIKNPACTV. The MHC is HLA-A02:12 with pseudo-sequence HLA-A02:12. The binding affinity (normalized) is 0.411. (9) The peptide sequence is FPRDPVSTF. The MHC is HLA-A02:11 with pseudo-sequence HLA-A02:11. The binding affinity (normalized) is 0.0847. (10) The peptide sequence is SADPLASLL. The MHC is HLA-B58:01 with pseudo-sequence HLA-B58:01. The binding affinity (normalized) is 0.0847.